Dataset: Catalyst prediction with 721,799 reactions and 888 catalyst types from USPTO. Task: Predict which catalyst facilitates the given reaction. (1) Reactant: F[P-](F)(F)(F)(F)F.CN(C(N1C2C(=NC=CC=2)[N+]([O-])=N1)=[N+](C)C)C.[F:25][C:26]1[CH:31]=[CH:30][CH:29]=[CH:28][C:27]=1[N:32]1[C:40]2[C:35](=[C:36]([N:41]3[CH2:48][C@@H:47]4[C@@H:43]([NH:44][CH2:45][CH2:46]4)[C:42]3=[O:49])[CH:37]=[CH:38][CH:39]=2)[CH:34]=[N:33]1.[OH:50][C:51]([CH3:56])([CH3:55])[C:52](O)=[O:53].C(N(CC)CC)C. Product: [F:25][C:26]1[CH:31]=[CH:30][CH:29]=[CH:28][C:27]=1[N:32]1[C:40]2[C:35](=[C:36]([N:41]3[CH2:48][C@@H:47]4[C@@H:43]([N:44]([C:52](=[O:53])[C:51]([OH:50])([CH3:56])[CH3:55])[CH2:45][CH2:46]4)[C:42]3=[O:49])[CH:37]=[CH:38][CH:39]=2)[CH:34]=[N:33]1. The catalyst class is: 9. (2) Reactant: [C:1]12([CH2:11][NH:12][C:13]([C:15]3[N:20]4[CH:21]=[C:22]([CH2:24][CH2:25][OH:26])[N:23]=[C:19]4[CH:18]=[CH:17][CH:16]=3)=[O:14])[CH2:10][CH:5]3[CH2:6][CH:7]([CH2:9][CH:3]([CH2:4]3)[CH2:2]1)[CH2:8]2.[CH3:27][S:28](Cl)(=[O:30])=[O:29]. Product: [C:1]12([CH2:11][NH:12][C:13]([C:15]3[N:20]4[CH:21]=[C:22]([CH2:24][CH2:25][O:26][S:28]([CH3:27])(=[O:30])=[O:29])[N:23]=[C:19]4[CH:18]=[CH:17][CH:16]=3)=[O:14])[CH2:2][CH:3]3[CH2:4][CH:5]([CH2:6][CH:7]([CH2:9]3)[CH2:8]1)[CH2:10]2. The catalyst class is: 2. (3) Reactant: [Cl:1][C:2]1[N:7]=[C:6]([NH2:8])[CH:5]=[CH:4][C:3]=1[O:9][CH3:10].[Cl:11][C:12]1[CH:34]=[CH:33][C:15]([CH2:16][NH:17][C:18]([C:20]2[CH:29]=[CH:28][C:23]([C:24](OC)=[O:25])=[C:22]([N:30]=[C:31]=[S:32])[CH:21]=2)=[O:19])=[CH:14][CH:13]=1.N#N. Product: [Cl:1][C:2]1[N:7]=[C:6]([N:8]2[C:24](=[O:25])[C:23]3[C:22](=[CH:21][C:20]([C:18]([NH:17][CH2:16][C:15]4[CH:14]=[CH:13][C:12]([Cl:11])=[CH:34][CH:33]=4)=[O:19])=[CH:29][CH:28]=3)[NH:30][C:31]2=[S:32])[CH:5]=[CH:4][C:3]=1[O:9][CH3:10]. The catalyst class is: 16. (4) Reactant: [OH:1][C:2]1[CH:27]=[CH:26][CH:25]=[CH:24][C:3]=1[CH2:4][NH:5][C:6]([NH:8][C:9]1[N:13]([C:14]2[CH:19]=[CH:18][CH:17]=[CH:16][CH:15]=2)[N:12]=[C:11]([C:20]([CH3:23])([CH3:22])[CH3:21])[CH:10]=1)=[O:7].[Cl:28][C:29]1[N:34]=[C:33](Cl)[CH:32]=[CH:31][N:30]=1.[OH-].[Na+]. Product: [Cl:28][C:29]1[N:34]=[C:33]([O:1][C:2]2[CH:27]=[CH:26][CH:25]=[CH:24][C:3]=2[CH2:4][NH:5][C:6]([NH:8][C:9]2[N:13]([C:14]3[CH:19]=[CH:18][CH:17]=[CH:16][CH:15]=3)[N:12]=[C:11]([C:20]([CH3:23])([CH3:22])[CH3:21])[CH:10]=2)=[O:7])[CH:32]=[CH:31][N:30]=1. The catalyst class is: 21. (5) Reactant: [C:1]([C:5]1[O:9][N:8]=[C:7]([NH:10][C:11]([NH:13][C:14]2[CH:19]=[CH:18][CH:17]=[C:16]([S:20][C:21]3[C:30]4[C:25](=[CH:26][C:27]([O:41][CH3:42])=[C:28]([O:31][CH2:32][CH2:33][CH2:34][N:35]5[CH2:40][CH2:39]C[CH2:37][CH2:36]5)[CH:29]=4)[N:24]=[CH:23][N:22]=3)[CH:15]=2)=[O:12])[CH:6]=1)([CH3:4])([CH3:3])[CH3:2].N1CC[O:46]CC1.C(N(C(C)C)CC)(C)C. Product: [C:1]([C:5]1[O:9][N:8]=[C:7]([NH:10][C:11]([NH:13][C:14]2[CH:19]=[CH:18][CH:17]=[C:16]([S:20][C:21]3[C:30]4[C:25](=[CH:26][C:27]([O:41][CH3:42])=[C:28]([O:31][CH2:32][CH2:33][CH2:34][N:35]5[CH2:36][CH2:37][O:46][CH2:39][CH2:40]5)[CH:29]=4)[N:24]=[CH:23][N:22]=3)[CH:15]=2)=[O:12])[CH:6]=1)([CH3:4])([CH3:2])[CH3:3]. The catalyst class is: 682. (6) Reactant: [F:1][C:2]1[CH:3]=[C:4]([N+:9]([O-:11])=[O:10])[CH:5]=[CH:6][C:7]=1F.[O:12]1[CH2:15][CH:14]([N:16]2[CH2:21][CH2:20][NH:19][CH2:18][CH2:17]2)[CH2:13]1. Product: [F:1][C:2]1[CH:3]=[C:4]([N+:9]([O-:11])=[O:10])[CH:5]=[CH:6][C:7]=1[N:19]1[CH2:20][CH2:21][N:16]([CH:14]2[CH2:15][O:12][CH2:13]2)[CH2:17][CH2:18]1. The catalyst class is: 10.